Predict which catalyst facilitates the given reaction. From a dataset of Catalyst prediction with 721,799 reactions and 888 catalyst types from USPTO. (1) Product: [F:1][C:2]1[C:7]([F:8])=[CH:6][CH:5]=[CH:4][C:3]=1[C:9]1[N:30]=[C:12]2[CH:13]=[N:14][N:15]([CH2:17][C:18]3[O:22][N:21]=[C:20]([C:23]4[CH:28]=[CH:27][C:26]([CH:33]=[O:34])=[CH:25][CH:24]=4)[CH:19]=3)[CH:16]=[C:11]2[N:10]=1. The catalyst class is: 73. Reactant: [F:1][C:2]1[C:7]([F:8])=[CH:6][CH:5]=[CH:4][C:3]=1[C:9]1[N:30]=[C:12]2[CH:13]=[N:14][N:15]([CH2:17][C:18]3[O:22][N:21]=[C:20]([C:23]4[CH:28]=[CH:27][C:26](I)=[CH:25][CH:24]=4)[CH:19]=3)[CH:16]=[C:11]2[N:10]=1.C1C[O:34][CH2:33]C1. (2) Product: [F:8][C:5]1[CH:6]=[CH:7][C:2]([CH:14]2[CH2:19][CH2:18][CH2:17][CH2:16][C:15]2=[O:20])=[CH:3][CH:4]=1. The catalyst class is: 27. Reactant: Br[C:2]1[CH:7]=[CH:6][C:5]([F:8])=[CH:4][CH:3]=1.[Li]CCCC.[CH:14]12[O:20][CH:15]1[CH2:16][CH2:17][CH2:18][CH2:19]2.